This data is from Experimentally validated miRNA-target interactions with 360,000+ pairs, plus equal number of negative samples. The task is: Binary Classification. Given a miRNA mature sequence and a target amino acid sequence, predict their likelihood of interaction. (1) The miRNA is hsa-miR-5581-5p with sequence AGCCUUCCAGGAGAAAUGGAGA. The protein sequence of the target gene is MYGSCLLEKEAGMYPGTLMSPGGDGTAGTGGTGGGGSPMPASNFAAAPAFSHYMGYPHMPSMDPHWPSLGVWGSPYSPPREDWSVYPGPSSTMGTVPVNDVTSSPAAFCSTDYSNLGPVGGGTSGSSLPGQAGGSLVPTDAGAAKASSPSRSRHSPYAWMRKTVQVTGKTRTKEKYRVVYTDHQRLELEKEFHCNRYITIQRKSELAVNLGLSERQVKIWFQNRRAKERKMIKKKISQFENSGGSVQSDSDSISPGELPNTFFTTPSAVRGFQPIEIQQVIVSE. Result: 0 (no interaction). (2) The miRNA is mmu-miR-92a-3p with sequence UAUUGCACUUGUCCCGGCCUG. The protein sequence of the target gene is MPPPRLLFFLLFLTPMEVRPEEPLVVKVEEGDNAVLQCLKGTSDGPTQQLTWSRESPLKPFLKLSLGLPGLGIHMRPLAIWLFIFNVSQQMGGFYLCQPGPPSEKAWQPGWTVNVEGSGELFRWNVSDLGGLGCGLKNRSSEGPSSPSGKLMSPKLYVWAKDRPEIWEGEPPCLPPRDSLNQSLSQDLTMAPGSTLWLSCGVPPDSVSRGPLSWTHVHPKGPKSLLSLELKDDRPARDMWVMETGLLLPRATAQDAGKYYCHRGNLTMSFHLEITARPVLWHWLLRTGGWKVSAVTLAYL.... Result: 0 (no interaction). (3) The miRNA is hsa-miR-4663 with sequence AGCUGAGCUCCAUGGACGUGCAGU. The protein sequence of the target gene is MVVFNGLLKIKICEAVSLKPTAWSLRHAVGPRPQTFLLDPYIALNVDDSRIGQTATKQKTNSPAWHDEFVTDVCNGRKIELAVFHDAPIGYDDFVANCTIQFEELLQNGSRHFEDWIDLEPEGKVYVIIDLSGSSGEAPKDNEERVFRERMRPRKRQGAVRRRVHQVNGHKFMATYLRQPTYCSHCRDFIWGVIGKQGYQCQVCTCVVHKRCHELIITKCAGLKKQETPDEVGSQRFSVNMPHKFGIHNYKVPTFCDHCGSLLWGLLRQGLQCKVCKMNVHRRCETNVAPNCGVDARGIA.... Result: 0 (no interaction). (4) The miRNA is hsa-miR-5739 with sequence GCGGAGAGAGAAUGGGGAGC. The protein sequence of the target gene is MGSARRALSVVPAVLLILVLPVWAQNDTEPIVLEGKCLVVCDSNPATDSKGSSSSPLGISVRAANSKVAFSAVRSTNHEPSEMSNKTRIIYFDQILVNVGNFFTLESVFVAPRKGIYSFSFHVIKVYQSQTIQVNLMLNGKPVISAFAGDKDVTREAATNGVLLYLDKEDKVYLKLEKGNLLGGWQYSTFSGFLVFPL. Result: 0 (no interaction). (5) The miRNA is hsa-miR-517-5p with sequence CCUCUAGAUGGAAGCACUGUCU. The protein sequence of the target gene is MAGLTAAAPRPGVLLLLLSILHPSRPGGVPGAIPGGVPGGVFYPGAGLGALGGGALGPGGKPLKPVPGGLAGAGLGAGLGAFPAVTFPGALVPGGVADAAAAYKAAKAGAGLGGVPGVGGLGVSAGAVVPQPGAGVKPGKVPGVGLPGVYPGGVLPGARFPGVGVLPGVPTGAGVKPKAPGVGGAFAGIPGVGPFGGPQPGVPLGYPIKAPKLPGGYGLPYTTGKLPYGYGPGGVAGAAGKAGYPTGTGVGPQAAAAAAAKAAAKFGAGAAGVLPGVGGAGVPGVPGAIPGIGGIAGVGT.... Result: 0 (no interaction). (6) The miRNA is hsa-miR-6080 with sequence UCUAGUGCGGGCGUUCCCG. The protein sequence of the target gene is MATVTATTKVPEIRDVTRIERIGAHSHIRGLGLDDALEPRQASQGMVGQLAARRAAGVVLEMIREGKIAGRAVLIAGQPGTGKTAIAMGMAQALGPDTPFTAIAGSEIFSLEMSKTEALTQAFRRSIGVRIKEETEIIEGEVVEIQIDRPATGTGSKVGKLTLKTTEMETIYDLGTKMIESLTKDKVQAGDVITIDKATGKISKLGRSFTRARDYDAMGSQTKFVQCPDGELQKRKEVVHTVSLHEIDVINSRTQGFLALFSGDTGEIKSEVREQINAKVAEWREEGKAEIIPGVLFIDE.... Result: 0 (no interaction). (7) The miRNA is mmu-miR-291a-3p with sequence AAAGUGCUUCCACUUUGUGUGC. The protein sequence of the target gene is MKLGCVLMAWALYLSLGVLWVAQMLLAASFETLQCEGPVCTEESSCHTEDDLTDAREAGFQVKAYTFSEPFHLIVSYDWLILQGPAKPVFEGDLLVLRCQAWQDWPLTQVTFYRDGSALGPPGPNREFSITVVQKADSGHYHCSGIFQSPGPGIPETASVVAITVQELFPAPILRAVPSAEPQAGSPMTLSCQTKLPLQRSAARLLFSFYKDGRIVQSRGLSSEFQIPTASEDHSGSYWCEAATEDNQVWKQSPQLEIRVQGASSSAAPPTLNPAPQKSAAPGTAPEEAPGPLPPPPTPS.... Result: 0 (no interaction).